Predict which catalyst facilitates the given reaction. From a dataset of Catalyst prediction with 721,799 reactions and 888 catalyst types from USPTO. Reactant: [Cl:1][C:2]1[N:7]=[C:6]([N:8]2[CH2:13][CH2:12][CH:11]([NH:14][C:15](=[O:21])[O:16][C:17]([CH3:20])([CH3:19])[CH3:18])[CH2:10][CH2:9]2)[CH:5]=[C:4]([C:22]#[N:23])[CH:3]=1.Cl.[NH2:25][OH:26]. Product: [NH2:23][C:22](=[N:25][OH:26])[C:4]1[CH:3]=[C:2]([Cl:1])[N:7]=[C:6]([N:8]2[CH2:9][CH2:10][CH:11]([NH:14][C:15](=[O:21])[O:16][C:17]([CH3:20])([CH3:18])[CH3:19])[CH2:12][CH2:13]2)[CH:5]=1. The catalyst class is: 5.